From a dataset of Reaction yield outcomes from USPTO patents with 853,638 reactions. Predict the reaction yield, written as a fraction of the theoretical maximum amount of product (1.0 means a 100% yield; for example, 0.34 means a 34% yield). (1) The yield is 0.600. The product is [CH3:32][O:31][C:29](=[O:30])[NH:1][C:2]1[C:7]2[CH:8]=[CH:9][N:10]([C:11](=[O:12])[C:13]3[C:18]([Cl:19])=[CH:17][CH:16]=[CH:15][C:14]=3[Cl:20])[C:6]=2[CH:5]=[CH:4][N:3]=1. The catalyst is O1CCCC1. The reactants are [NH2:1][C:2]1[C:7]2[CH:8]=[CH:9][N:10]([C:11]([C:13]3[C:18]([Cl:19])=[CH:17][CH:16]=[CH:15][C:14]=3[Cl:20])=[O:12])[C:6]=2[CH:5]=[CH:4][N:3]=1.C(N(CC)CC)C.Cl[C:29]([O:31][CH3:32])=[O:30].O. (2) The reactants are [NH2:1][C:2]1[C:10]([CH3:11])=[CH:9][C:8]([Cl:12])=[CH:7][C:3]=1[C:4]([OH:6])=[O:5].[C:13](=O)([O-])[O-].[K+].[K+].S(OC)(OC)(=O)=O.[Cl-].[Na+]. The catalyst is CN(C=O)C. The product is [CH3:13][O:5][C:4](=[O:6])[C:3]1[CH:7]=[C:8]([Cl:12])[CH:9]=[C:10]([CH3:11])[C:2]=1[NH2:1]. The yield is 0.884. (3) The reactants are [CH2:1]([O:3][C:4]1[C:5]([F:13])=[C:6]2[CH:12]=[CH:11][NH:10][C:7]2=[N:8][CH:9]=1)[CH3:2].[N+:14]([O-])([OH:16])=[O:15]. No catalyst specified. The product is [CH2:1]([O:3][C:4]1[C:5]([F:13])=[C:6]2[C:12]([N+:14]([O-:16])=[O:15])=[CH:11][NH:10][C:7]2=[N:8][CH:9]=1)[CH3:2]. The yield is 0.780. (4) The reactants are [O:1]([C:8]1[CH:9]=[C:10]([N:14]([CH2:22][C:23]2[CH:28]=[CH:27][CH:26]=[C:25]([O:29][C:30]([F:35])([F:34])[CH:31]([F:33])[F:32])[CH:24]=2)[CH2:15][CH:16](O)[C:17]([F:20])([F:19])[F:18])[CH:11]=[CH:12][CH:13]=1)[C:2]1[CH:7]=[CH:6][CH:5]=[CH:4][CH:3]=1.C(N(S(F)(F)[F:42])CC)C. The catalyst is ClCCl. The product is [O:1]([C:8]1[CH:9]=[C:10]([N:14]([CH2:15][CH:16]([F:42])[C:17]([F:18])([F:19])[F:20])[CH2:22][C:23]2[CH:28]=[CH:27][CH:26]=[C:25]([O:29][C:30]([F:35])([F:34])[CH:31]([F:32])[F:33])[CH:24]=2)[CH:11]=[CH:12][CH:13]=1)[C:2]1[CH:3]=[CH:4][CH:5]=[CH:6][CH:7]=1. The yield is 0.500.